From a dataset of Forward reaction prediction with 1.9M reactions from USPTO patents (1976-2016). Predict the product of the given reaction. (1) Given the reactants Cl.[NH2:2][C:3]1[CH:4]=[C:5]2[C:9](=[CH:10][CH:11]=1)[N:8]([C:12]1[CH:17]=[CH:16][C:15]([NH:18][C:19]([N:21]([C:23]3[CH:28]=[CH:27][C:26]([Cl:29])=[C:25]([C:30]([F:33])([F:32])[F:31])[CH:24]=3)[OH:22])=[O:20])=[CH:14][CH:13]=1)[CH:7]=[CH:6]2.[CH3:34][CH2:35][CH2:36][CH2:37][C:38](Cl)=[O:39], predict the reaction product. The product is: [Cl:29][C:26]1[CH:27]=[CH:28][C:23]([N:21]([OH:22])[C:19](=[O:20])[NH:18][C:15]2[CH:14]=[CH:13][C:12]([N:8]3[C:9]4[C:5](=[CH:4][C:3]([NH:2][C:38](=[O:39])[CH2:37][CH2:36][CH2:35][CH3:34])=[CH:11][CH:10]=4)[CH:6]=[CH:7]3)=[CH:17][CH:16]=2)=[CH:24][C:25]=1[C:30]([F:33])([F:32])[F:31]. (2) Given the reactants [NH2:1][NH2:2].[Cl:3][C:4]1[CH:9]=[C:8]([C:10]2[C:11](F)=[C:12]([CH:15]=[CH:16][CH:17]=2)[C:13]#[N:14])[N:7]=[C:6]2[N:19]([CH3:22])[N:20]=[CH:21][C:5]=12, predict the reaction product. The product is: [Cl:3][C:4]1[CH:9]=[C:8]([C:10]2[CH:17]=[CH:16][CH:15]=[C:12]3[C:11]=2[NH:2][N:1]=[C:13]3[NH2:14])[N:7]=[C:6]2[N:19]([CH3:22])[N:20]=[CH:21][C:5]=12. (3) Given the reactants [F:1][C:2]1[CH:10]=[C:9]2[C:5]([CH:6]=[CH:7][NH:8]2)=[CH:4][CH:3]=1.[H-].[Na+].[CH3:13][O:14][C:15]1[CH:20]=[CH:19][C:18]([S:21](Cl)(=[O:23])=[O:22])=[CH:17][C:16]=1[N:25]1[CH2:30][CH2:29][N:28]([C:31](=[O:36])[C:32]([Cl:35])([Cl:34])[Cl:33])[CH2:27][CH2:26]1, predict the reaction product. The product is: [Cl:35][C:32]([Cl:33])([Cl:34])[C:31]([N:28]1[CH2:29][CH2:30][N:25]([C:16]2[CH:17]=[C:18]([S:21]([N:8]3[C:9]4[C:5](=[CH:4][CH:3]=[C:2]([F:1])[CH:10]=4)[CH:6]=[CH:7]3)(=[O:22])=[O:23])[CH:19]=[CH:20][C:15]=2[O:14][CH3:13])[CH2:26][CH2:27]1)=[O:36]. (4) Given the reactants Br[C:2]1[CH:7]=[CH:6][C:5]([C:8]2[O:12][N:11]=[C:10]([CH3:13])[C:9]=2[CH:14]([OH:28])[CH2:15][O:16][CH2:17][C:18]2[CH:23]=[CH:22][CH:21]=[C:20]([C:24]([F:27])([F:26])[F:25])[CH:19]=2)=[CH:4][CH:3]=1.[CH2:29]([O:31][C:32](=[O:52])[CH2:33][C:34]1([C:37]2[CH:42]=[CH:41][C:40](B3OC(C)(C)C(C)(C)O3)=[CH:39][CH:38]=2)[CH2:36][CH2:35]1)[CH3:30], predict the reaction product. The product is: [CH2:29]([O:31][C:32](=[O:52])[CH2:33][C:34]1([C:37]2[CH:42]=[CH:41][C:40]([C:2]3[CH:7]=[CH:6][C:5]([C:8]4[O:12][N:11]=[C:10]([CH3:13])[C:9]=4[CH:14]([OH:28])[CH2:15][O:16][CH2:17][C:18]4[CH:23]=[CH:22][CH:21]=[C:20]([C:24]([F:27])([F:26])[F:25])[CH:19]=4)=[CH:4][CH:3]=3)=[CH:39][CH:38]=2)[CH2:36][CH2:35]1)[CH3:30]. (5) Given the reactants [Cl-].[Al+3].[Cl-].[Cl-].C1(C)C=CC=CC=1.[Cl:12][C:13]1[CH:22]=[N:21][C:20]2[C:15](=[CH:16][CH:17]=[C:18]([O:23]C)[CH:19]=2)[N:14]=1, predict the reaction product. The product is: [Cl:12][C:13]1[CH:22]=[N:21][C:20]2[C:15](=[CH:16][CH:17]=[C:18]([OH:23])[CH:19]=2)[N:14]=1. (6) The product is: [C:16]([O:20][C:21]([N:23]1[CH2:28][CH2:27][CH:26]([N:29]([CH:30]2[CH2:31][CH2:32]2)[C:11](=[O:13])[C:10]2[CH:9]=[CH:8][C:7]([C:4]3[CH:5]=[CH:6][N:1]=[N:2][CH:3]=3)=[CH:15][CH:14]=2)[CH2:25][CH2:24]1)=[O:22])([CH3:19])([CH3:17])[CH3:18]. Given the reactants [N:1]1[CH:6]=[CH:5][C:4]([C:7]2[CH:15]=[CH:14][C:10]([C:11]([OH:13])=O)=[CH:9][CH:8]=2)=[CH:3][N:2]=1.[C:16]([O:20][C:21]([N:23]1[CH2:28][CH2:27][CH:26]([NH:29][CH:30]2[CH2:32][CH2:31]2)[CH2:25][CH2:24]1)=[O:22])([CH3:19])([CH3:18])[CH3:17], predict the reaction product.